From a dataset of CYP2C19 inhibition data for predicting drug metabolism from PubChem BioAssay. Regression/Classification. Given a drug SMILES string, predict its absorption, distribution, metabolism, or excretion properties. Task type varies by dataset: regression for continuous measurements (e.g., permeability, clearance, half-life) or binary classification for categorical outcomes (e.g., BBB penetration, CYP inhibition). Dataset: cyp2c19_veith. (1) The compound is COc1ccc([C@H](O)c2ccccn2)cc1. The result is 0 (non-inhibitor). (2) The molecule is CC(C)(C)S(=O)(=O)c1cnc2c(-c3ccc(F)cc3)cnn2c1N. The result is 1 (inhibitor). (3) The drug is CCCCCn1c(=O)c(C(=O)c2ccccc2)nc2ccccc21. The result is 1 (inhibitor). (4) The compound is COc1ccc2cc(C(=O)CCC(=O)O)ccc2c1. The result is 1 (inhibitor). (5) The result is 0 (non-inhibitor). The molecule is CC1CN(C(=O)CN2C(=O)NC3(CCCCCC3)C2=O)CC(C)O1. (6) The drug is C/C(=C\C(=O)c1ccc(Cl)cc1)NCc1ccc2c(c1)OCO2. The result is 1 (inhibitor).